Dataset: Full USPTO retrosynthesis dataset with 1.9M reactions from patents (1976-2016). Task: Predict the reactants needed to synthesize the given product. Given the product [CH2:1]([O:3][C:4]([N:6]1[CH2:10][CH2:9][C@H:8]([NH:11][C:12]2[CH:41]=[CH:14][C:15]([NH:18][C:19]([C:21]3[N:22]=[C:23]([C:30]4[CH:35]=[CH:34][CH:33]=[CH:32][C:31]=4[O:36][C:37]([F:39])([F:38])[F:40])[O:24][C:25]=3[C:26]([F:29])([F:27])[F:28])=[O:20])=[CH:16][CH:17]=2)[CH2:7]1)=[O:5])[CH3:2], predict the reactants needed to synthesize it. The reactants are: [CH2:1]([O:3][C:4]([N:6]1[CH2:10][CH2:9][C@H:8]([NH:11][C:12]2[CH:17]=[CH:16][C:15]([NH:18][C:19]([C:21]3[N:22]=[C:23]([C:30]4[CH:35]=[CH:34][CH:33]=[CH:32][C:31]=4[O:36][C:37]([F:40])([F:39])[F:38])[O:24][C:25]=3[C:26]([F:29])([F:28])[F:27])=[O:20])=[CH:14]N=2)[CH2:7]1)=[O:5])[CH3:2].[CH2:41](OC(N1CC(N(N)C2C=CC=CC=2C(C2N=C(C3C=CC=CC=3OC(F)(F)F)OC=2C(F)(F)F)=O)CC1)=O)C.FC(F)(F)OC1C=CC=CC=1C1OC(C(F)(F)F)=C(C(O)=O)N=1.C(OC(N1CC[C@H](NC2C=CC(N)=CC=2)C1)=O)(C)(C)C.ClC(OCC)=O.